Predict the reaction yield, written as a fraction of the theoretical maximum amount of product (1.0 means a 100% yield; for example, 0.34 means a 34% yield). From a dataset of Reaction yield outcomes from USPTO patents with 853,638 reactions. (1) The reactants are [CH3:1][O:2][C:3](=[O:22])[C:4]1[CH:9]=[C:8]([N+:10]([O-])=O)[C:7]([NH2:13])=[C:6]([F:14])[C:5]=1[NH:15][C:16]1[CH:21]=[CH:20][CH:19]=[CH:18][CH:17]=1.[CH:23](O)=O. The catalyst is C(O)C.[OH-].[OH-].[Pd+2]. The product is [CH3:1][O:2][C:3]([C:4]1[C:5]([NH:15][C:16]2[CH:21]=[CH:20][CH:19]=[CH:18][CH:17]=2)=[C:6]([F:14])[C:7]2[N:13]=[CH:23][NH:10][C:8]=2[CH:9]=1)=[O:22]. The yield is 0.860. (2) The reactants are [Br:1][C:2]1[CH:3]=[C:4]([N+:13]([O-])=O)[C:5]([CH3:12])=[C:6]([CH:11]=1)[C:7]([O:9][CH3:10])=[O:8].[Cl-].[NH4+]. The catalyst is C(O)C.C(=O)(O)[O-].[Na+].[Fe]. The product is [NH2:13][C:4]1[C:5]([CH3:12])=[C:6]([CH:11]=[C:2]([Br:1])[CH:3]=1)[C:7]([O:9][CH3:10])=[O:8]. The yield is 0.850. (3) The reactants are C[O:2][C:3](=O)[CH:4]([N:15]1[CH2:20][CH2:19][N:18]([C:21]([O:23][C:24]([CH3:27])([CH3:26])[CH3:25])=[O:22])[CH2:17][CH2:16]1)[CH2:5][C:6]1[CH:11]=[CH:10][CH:9]=[CH:8][C:7]=1[N+:12]([O-])=O.O=C1C(C2CCN(C(OC(C)(C)C)=O)CC2)CC2C(=CC=CC=2)N1. No catalyst specified. The product is [O:2]=[C:3]1[CH:4]([N:15]2[CH2:20][CH2:19][N:18]([C:21]([O:23][C:24]([CH3:26])([CH3:25])[CH3:27])=[O:22])[CH2:17][CH2:16]2)[CH2:5][C:6]2[C:7](=[CH:8][CH:9]=[CH:10][CH:11]=2)[NH:12]1. The yield is 1.00. (4) The reactants are [BH4-].[Na+].[F:3][C:4]([F:16])([F:15])[O:5][C:6]1[CH:14]=[CH:13][C:9]([C:10](O)=[O:11])=[CH:8][CH:7]=1.B(F)(F)F.CCOCC. The catalyst is C1COCC1. The product is [F:3][C:4]([F:15])([F:16])[O:5][C:6]1[CH:7]=[CH:8][C:9]([CH2:10][OH:11])=[CH:13][CH:14]=1. The yield is 0.820.